This data is from Catalyst prediction with 721,799 reactions and 888 catalyst types from USPTO. The task is: Predict which catalyst facilitates the given reaction. (1) Reactant: C([O:3][C:4]([C@H:6]1[CH2:11][CH2:10][C@H:9]([O:12][C:13]2[CH:18]=[CH:17][N:16]=[CH:15][N:14]=2)[CH2:8][CH2:7]1)=[O:5])C.[OH-].[Na+]. Product: [N:16]1[CH:17]=[CH:18][C:13]([O:12][C@H:9]2[CH2:8][CH2:7][C@H:6]([C:4]([OH:5])=[O:3])[CH2:11][CH2:10]2)=[N:14][CH:15]=1. The catalyst class is: 12. (2) Reactant: Br.[Br:2][CH2:3][CH2:4][CH2:5][NH2:6].[OH-].[Na+].[C:9]1([S:15][CH2:16][C:17](Cl)=[O:18])[CH:14]=[CH:13][CH:12]=[CH:11][CH:10]=1. Product: [Br:2][CH2:3][CH2:4][CH2:5][NH:6][C:17](=[O:18])[CH2:16][S:15][C:9]1[CH:14]=[CH:13][CH:12]=[CH:11][CH:10]=1. The catalyst class is: 6. (3) Reactant: [NH2:1][C:2]1[CH:6]=[C:5]([C:7]2[CH:12]=[CH:11][N:10]=[CH:9][CH:8]=2)[S:4][C:3]=1[C:13]([O:15]C)=[O:14].[OH-].[Li+].Cl. Product: [NH2:1][C:2]1[CH:6]=[C:5]([C:7]2[CH:8]=[CH:9][N:10]=[CH:11][CH:12]=2)[S:4][C:3]=1[C:13]([OH:15])=[O:14]. The catalyst class is: 12. (4) Reactant: [CH:1]([O:4][C:5]([N:7]1[CH2:13][CH2:12][CH2:11][CH:10]([N:14]([C:30](=[O:32])[CH3:31])[CH2:15][C:16]2[CH:21]=[C:20]([C:22]([F:25])([F:24])[F:23])[CH:19]=[C:18]([C:26]([F:29])([F:28])[F:27])[CH:17]=2)[C:9]2[CH:33]=[CH:34][C:35]([O:37]CC3C=CC=CC=3)=[CH:36][C:8]1=2)=[O:6])([CH3:3])[CH3:2]. Product: [C:30]([N:14]([CH2:15][C:16]1[CH:17]=[C:18]([C:26]([F:29])([F:28])[F:27])[CH:19]=[C:20]([C:22]([F:25])([F:23])[F:24])[CH:21]=1)[CH:10]1[CH2:11][CH2:12][CH2:13][N:7]([C:5]([O:4][CH:1]([CH3:3])[CH3:2])=[O:6])[C:8]2[CH:36]=[C:35]([OH:37])[CH:34]=[CH:33][C:9]1=2)(=[O:32])[CH3:31]. The catalyst class is: 63.